Dataset: Full USPTO retrosynthesis dataset with 1.9M reactions from patents (1976-2016). Task: Predict the reactants needed to synthesize the given product. (1) Given the product [Cl:16][C:17]1[N:18]=[C:19]([CH3:24])[N:20]=[C:21]([O:1][CH2:2][C@H:3]2[CH2:5][C@@H:4]2[C:6]2[N:11]=[CH:10][C:9]([C:12]([OH:15])([CH3:13])[CH3:14])=[CH:8][CH:7]=2)[CH:22]=1, predict the reactants needed to synthesize it. The reactants are: [OH:1][CH2:2][C@H:3]1[CH2:5][C@@H:4]1[C:6]1[N:11]=[CH:10][C:9]([C:12]([OH:15])([CH3:14])[CH3:13])=[CH:8][CH:7]=1.[Cl:16][C:17]1[CH:22]=[C:21](Cl)[N:20]=[C:19]([CH3:24])[N:18]=1.C([O-])([O-])=O.[Cs+].[Cs+]. (2) Given the product [F:35][C:32]1[CH:31]=[CH:30][C:29]([CH2:28][N:25]2[C:26](=[O:27])[C:22]3[C:23](=[C:14]([C:12]([NH:11][CH2:10][CH2:9][P:4](=[O:3])([OH:5])[OH:8])=[O:13])[C:15]4[CH:16]=[CH:17][CH:18]=[N:19][C:20]=4[C:21]=3[OH:36])[CH2:24]2)=[CH:34][CH:33]=1, predict the reactants needed to synthesize it. The reactants are: C([O:3][P:4]([CH2:9][CH2:10][NH:11][C:12]([C:14]1[C:15]2[CH:16]=[CH:17][CH:18]=[N:19][C:20]=2[C:21]([O:36]C(C2C=CC=CC=2)C2C=CC=CC=2)=[C:22]2[C:26](=[O:27])[N:25]([CH2:28][C:29]3[CH:34]=[CH:33][C:32]([F:35])=[CH:31][CH:30]=3)[CH2:24][C:23]=12)=[O:13])(=[O:8])[O:5]CC)C.C[Si](Br)(C)C.